This data is from CYP2C19 inhibition data for predicting drug metabolism from PubChem BioAssay. The task is: Regression/Classification. Given a drug SMILES string, predict its absorption, distribution, metabolism, or excretion properties. Task type varies by dataset: regression for continuous measurements (e.g., permeability, clearance, half-life) or binary classification for categorical outcomes (e.g., BBB penetration, CYP inhibition). Dataset: cyp2c19_veith. The drug is C=C1C(=O)O[C@H]2[C@H]1CC/C(C)=C\CC[C@@]1(C)O[C@H]21. The result is 0 (non-inhibitor).